This data is from Catalyst prediction with 721,799 reactions and 888 catalyst types from USPTO. The task is: Predict which catalyst facilitates the given reaction. (1) Reactant: [C:1]([O:5][C:6]([N:8]1[CH2:13][CH2:12][CH:11]([CH:14]([C:16]2[CH:21]=[CH:20][C:19]([Cl:22])=[CH:18][CH:17]=2)[OH:15])[CH2:10][CH2:9]1)=[O:7])([CH3:4])([CH3:3])[CH3:2].C1C=C[NH+]=CC=1.[O-][Cr](Cl)(=O)=O. Product: [C:1]([O:5][C:6]([N:8]1[CH2:13][CH2:12][CH:11]([C:14](=[O:15])[C:16]2[CH:17]=[CH:18][C:19]([Cl:22])=[CH:20][CH:21]=2)[CH2:10][CH2:9]1)=[O:7])([CH3:4])([CH3:2])[CH3:3]. The catalyst class is: 2. (2) Reactant: [NH2:1][C:2]1[S:3][C:4]2[CH:10]=[C:9]([N+:11]([O-])=O)[CH:8]=[CH:7][C:5]=2[N:6]=1.[H][H]. Product: [NH2:1][C:2]1[S:3][C:4]2[CH:10]=[C:9]([NH2:11])[CH:8]=[CH:7][C:5]=2[N:6]=1. The catalyst class is: 19. (3) Reactant: [NH:1]1[CH:5]=[CH:4][N:3]=[N:2]1.Br[CH2:7][CH2:8][N:9]1[C:13](=[O:14])[C:12]2=[CH:15][CH:16]=[CH:17][CH:18]=[C:11]2[C:10]1=[O:19].C(=O)([O-])[O-].[Cs+].[Cs+]. Product: [N:1]1([CH2:7][CH2:8][N:9]2[C:10](=[O:19])[C:11]3[C:12](=[CH:15][CH:16]=[CH:17][CH:18]=3)[C:13]2=[O:14])[CH:5]=[CH:4][N:3]=[N:2]1. The catalyst class is: 3. (4) Reactant: [CH:1]1([NH:6][S:7]([C:10]2[C:18]3[N:17]=[C:16]([S:19]([CH3:21])=[O:20])[NH:15][C:14]=3[CH:13]=[C:12]([C:22]3[C:23]([CH3:28])=[N:24][O:25][C:26]=3[CH3:27])[CH:11]=2)(=[O:9])=[O:8])[CH2:5][CH2:4][CH2:3][CH2:2]1.C1C=C(Cl)C=C(C(OO)=[O:37])C=1.OO. Product: [CH:1]1([NH:6][S:7]([C:10]2[C:18]3[N:17]=[C:16]([S:19]([CH3:21])(=[O:37])=[O:20])[NH:15][C:14]=3[CH:13]=[C:12]([C:22]3[C:23]([CH3:28])=[N:24][O:25][C:26]=3[CH3:27])[CH:11]=2)(=[O:9])=[O:8])[CH2:2][CH2:3][CH2:4][CH2:5]1. The catalyst class is: 2. (5) Reactant: [CH2:1]([NH2:8])[C:2]1[CH:7]=[CH:6][CH:5]=[CH:4][CH:3]=1.CCN(CC)CC.[CH3:16][S:17](Cl)(=[O:19])=[O:18]. Product: [CH2:1]([NH:8][S:17]([CH3:16])(=[O:19])=[O:18])[C:2]1[CH:7]=[CH:6][CH:5]=[CH:4][CH:3]=1. The catalyst class is: 91. (6) Reactant: [NH2:1][C:2]1[C:3]([OH:20])=[C:4]([NH:8][C:9]2[CH:10]=[C:11]([CH:17]=[CH:18][CH:19]=2)[C:12]([O:14][CH2:15][CH3:16])=[O:13])[CH:5]=[CH:6][CH:7]=1.C1(N=C=NC2CCCCC2)CCCCC1.O.ON1C2C=CC=CC=2N=N1.[Cl:47][C:48]1[CH:53]=[CH:52][CH:51]=[C:50]([Cl:54])[C:49]=1[C:55]1[C:59]([CH2:60][CH2:61][C:62](O)=[O:63])=[C:58]([CH:65]([CH3:67])[CH3:66])[O:57][N:56]=1. Product: [Cl:54][C:50]1[CH:51]=[CH:52][CH:53]=[C:48]([Cl:47])[C:49]=1[C:55]1[C:59]([CH2:60][CH2:61][C:62]([NH:1][C:2]2[C:3]([OH:20])=[C:4]([NH:8][C:9]3[CH:10]=[C:11]([CH:17]=[CH:18][CH:19]=3)[C:12]([O:14][CH2:15][CH3:16])=[O:13])[CH:5]=[CH:6][CH:7]=2)=[O:63])=[C:58]([CH:65]([CH3:67])[CH3:66])[O:57][N:56]=1. The catalyst class is: 10.